From a dataset of Forward reaction prediction with 1.9M reactions from USPTO patents (1976-2016). Predict the product of the given reaction. (1) Given the reactants Br[C:2]1[CH:10]=[CH:9][C:5]([C:6]([OH:8])=[O:7])=[CH:4][C:3]=1[O:11][CH2:12][CH3:13].[B:14]1([B:14]2[O:18][C:17]([CH3:20])([CH3:19])[C:16]([CH3:22])([CH3:21])[O:15]2)[O:18][C:17]([CH3:20])([CH3:19])[C:16]([CH3:22])([CH3:21])[O:15]1.C([O-])(=O)C.[K+], predict the reaction product. The product is: [CH2:12]([O:11][C:3]1[CH:4]=[C:5]([CH:9]=[CH:10][C:2]=1[B:14]1[O:18][C:17]([CH3:20])([CH3:19])[C:16]([CH3:22])([CH3:21])[O:15]1)[C:6]([OH:8])=[O:7])[CH3:13]. (2) Given the reactants [NH2:1][C:2]1[C:3]([NH:13][CH2:14][CH2:15][CH2:16][OH:17])=[C:4]([CH:9]=[CH:10][C:11]=1[Cl:12])[C:5]([O:7][CH3:8])=[O:6].[Br:18][C:19]1[CH:24]=[C:23]([O:25][CH3:26])[CH:22]=[C:21]([Br:27])[C:20]=1[N:28]=[C:29]=[S:30], predict the reaction product. The product is: [Cl:12][C:11]1[CH:10]=[CH:9][C:4]([C:5]([O:7][CH3:8])=[O:6])=[C:3]([NH:13][CH2:14][CH2:15][CH2:16][OH:17])[C:2]=1[NH:1][C:29](=[S:30])[NH:28][C:20]1[C:21]([Br:27])=[CH:22][C:23]([O:25][CH3:26])=[CH:24][C:19]=1[Br:18]. (3) The product is: [C:24]([O:28][C:29]([N:31]1[CH2:35][C@H:34]([F:36])[CH2:33][C@H:32]1[C:37]([NH:2][CH2:3][C:4]1[N:9]=[CH:8][C:7]([C:10]([O:12][CH3:13])=[O:11])=[C:6]([C:14]2[CH:15]=[N:16][C:17]([C:20]([F:23])([F:22])[F:21])=[CH:18][CH:19]=2)[CH:5]=1)=[O:38])=[O:30])([CH3:27])([CH3:26])[CH3:25]. Given the reactants Cl.[NH2:2][CH2:3][C:4]1[N:9]=[CH:8][C:7]([C:10]([O:12][CH3:13])=[O:11])=[C:6]([C:14]2[CH:15]=[N:16][C:17]([C:20]([F:23])([F:22])[F:21])=[CH:18][CH:19]=2)[CH:5]=1.[C:24]([O:28][C:29]([N:31]1[CH2:35][C@H:34]([F:36])[CH2:33][C@H:32]1[C:37](O)=[O:38])=[O:30])([CH3:27])([CH3:26])[CH3:25].CN(C(ON1N=NC2C=CC=NC1=2)=[N+](C)C)C.F[P-](F)(F)(F)(F)F.CCN(C(C)C)C(C)C, predict the reaction product. (4) The product is: [Br:1][CH2:2][C:3]1[CH:11]=[CH:10][CH:9]=[CH:8][C:4]=1[C:5]([Cl:14])=[O:6]. Given the reactants [Br:1][CH2:2][C:3]1[CH:11]=[CH:10][CH:9]=[CH:8][C:4]=1[C:5](O)=[O:6].S(Cl)([Cl:14])=O, predict the reaction product. (5) The product is: [C:1]([O:5][C:6]([N:8]1[CH2:13][CH2:12][C:11]([CH:16]2[CH2:21][CH2:20][CH2:19][CH2:18][CH2:17]2)([CH2:14][NH:22][C:23]2[S:24][CH:25]=[CH:26][N:27]=2)[CH2:10][CH2:9]1)=[O:7])([CH3:4])([CH3:3])[CH3:2]. Given the reactants [C:1]([O:5][C:6]([N:8]1[CH2:13][CH2:12][C:11]([CH:16]2[CH2:21][CH2:20][CH2:19][CH2:18][CH2:17]2)([CH:14]=O)[CH2:10][CH2:9]1)=[O:7])([CH3:4])([CH3:3])[CH3:2].[NH2:22][C:23]1[S:24][CH:25]=[CH:26][N:27]=1.C(O[BH-](OC(=O)C)OC(=O)C)(=O)C.[Na+], predict the reaction product. (6) Given the reactants F[C:2]1[C:10]([CH:11]=O)=[CH:9][CH:8]=[CH:7][C:3]=1[C:4]([O-:6])=[O:5].[NH:13]([CH2:15][CH2:16][OH:17])[NH2:14].[CH3:18]O, predict the reaction product. The product is: [OH:17][CH2:16][CH2:15][N:13]1[C:2]2[C:10](=[CH:9][CH:8]=[CH:7][C:3]=2[C:4]([O:6][CH3:18])=[O:5])[CH:11]=[N:14]1. (7) Given the reactants [CH3:1][C:2]([SH:5])([CH3:4])[CH3:3].[H-].[Na+].Br[C:9]1[CH:10]=[N:11][CH:12]=[C:13]([CH:16]=1)[C:14]#[N:15], predict the reaction product. The product is: [C:2]([S:5][C:9]1[CH:10]=[N:11][CH:12]=[C:13]([CH:16]=1)[C:14]#[N:15])([CH3:4])([CH3:3])[CH3:1]. (8) Given the reactants [NH2:1][C:2]1[N:7]=[C:6]([C:8]2[O:9][CH:10]=[CH:11][CH:12]=2)[C:5]([C:13]#[N:14])=[C:4](S(C)=O)[N:3]=1.[CH3:18][C:19]1[CH:26]=[CH:25][C:22]([CH2:23][NH2:24])=[CH:21][CH:20]=1, predict the reaction product. The product is: [NH2:1][C:2]1[N:7]=[C:6]([C:8]2[O:9][CH:10]=[CH:11][CH:12]=2)[C:5]([C:13]#[N:14])=[C:4]([NH:24][CH2:23][C:22]2[CH:25]=[CH:26][C:19]([CH3:18])=[CH:20][CH:21]=2)[N:3]=1. (9) Given the reactants N[C:2]1[CH:7]=[CH:6][C:5]([OH:8])=[C:4]([Cl:9])[CH:3]=1.[F:10][C:11]1[C:18]([F:19])=[C:17]([C:20](F)(F)F)[C:16]([F:24])=[C:15]([F:25])[C:12]=1[CH2:13]Br.C[N:27](C=O)C, predict the reaction product. The product is: [Cl:9][C:4]1[CH:3]=[CH:2][C:7]([NH:27][CH2:13][C:12]2[C:11]([F:10])=[C:18]([F:19])[C:17]([CH3:20])=[C:16]([F:24])[C:15]=2[F:25])=[CH:6][C:5]=1[OH:8]. (10) Given the reactants [CH3:1][CH:2]([CH3:18])[CH2:3][CH:4]=[C:5]1[CH2:17][CH2:16][C:8]2([S:12][CH2:11][C@H:10]([C:13]([OH:15])=[O:14])[NH:9]2)[CH2:7][CH2:6]1.C(N(CC)CC)C.[C:26](Cl)(=[O:32])[CH2:27][CH2:28][CH:29]([CH3:31])[CH3:30].Cl, predict the reaction product. The product is: [CH3:1][CH:2]([CH3:18])[CH2:3][CH:4]=[C:5]1[CH2:17][CH2:16][C:8]2([S:12][CH2:11][C@H:10]([C:13]([OH:15])=[O:14])[N:9]2[C:26](=[O:32])[CH2:27][CH2:28][CH:29]([CH3:31])[CH3:30])[CH2:7][CH2:6]1.